This data is from Full USPTO retrosynthesis dataset with 1.9M reactions from patents (1976-2016). The task is: Predict the reactants needed to synthesize the given product. (1) Given the product [C:29]([C:26]1[CH:27]=[CH:28][C:23]([N:17]2[CH2:16][CH2:15][C:14]3([CH2:20][CH2:21][N:11]([S:8]([C:3]4[CH:4]=[CH:5][CH:6]=[CH:7][C:2]=4[Cl:1])(=[O:9])=[O:10])[CH2:12][CH2:13]3)[C:18]2=[O:19])=[CH:24][CH:25]=1)(=[O:31])[CH3:30], predict the reactants needed to synthesize it. The reactants are: [Cl:1][C:2]1[CH:7]=[CH:6][CH:5]=[CH:4][C:3]=1[S:8]([N:11]1[CH2:21][CH2:20][C:14]2([C:18](=[O:19])[NH:17][CH2:16][CH2:15]2)[CH2:13][CH2:12]1)(=[O:10])=[O:9].I[C:23]1[CH:28]=[CH:27][C:26]([C:29](=[O:31])[CH3:30])=[CH:25][CH:24]=1. (2) The reactants are: [N:1]1[CH:6]=[CH:5][CH:4]=[CH:3][C:2]=1[C:7]1[CH:8]=[C:9]([C:13]2[C:14](=[O:23])[NH:15][C:16]3([CH2:22][CH2:21][CH2:20][CH2:19][CH2:18]3)[N:17]=2)[CH:10]=[CH:11][CH:12]=1.[H-].[Na+].Br[CH2:27][C:28]([NH:30][C:31]1[CH:36]=[CH:35][CH:34]=[C:33]([C:37]([F:40])([F:39])[F:38])[CH:32]=1)=[O:29].CO. Given the product [O:23]=[C:14]1[C:13]([C:9]2[CH:10]=[CH:11][CH:12]=[C:7]([C:2]3[CH:3]=[CH:4][CH:5]=[CH:6][N:1]=3)[CH:8]=2)=[N:17][C:16]2([CH2:22][CH2:21][CH2:20][CH2:19][CH2:18]2)[N:15]1[CH2:27][C:28]([NH:30][C:31]1[CH:36]=[CH:35][CH:34]=[C:33]([C:37]([F:38])([F:39])[F:40])[CH:32]=1)=[O:29], predict the reactants needed to synthesize it. (3) Given the product [CH3:15][N:16]([CH3:18])/[CH:17]=[C:9](/[C:8](=[O:14])[C:3]1[CH:4]=[CH:5][CH:6]=[CH:7][C:2]=1[CH3:1])\[C:10]([O:12][CH3:13])=[O:11], predict the reactants needed to synthesize it. The reactants are: [CH3:1][C:2]1[CH:7]=[CH:6][CH:5]=[CH:4][C:3]=1[C:8](=[O:14])[CH2:9][C:10]([O:12][CH3:13])=[O:11].[CH3:15][N:16]([CH:18](OC)OC)[CH3:17]. (4) Given the product [NH2:24][C:21]1[N:20]=[CH:19][C:18]([C:17]#[C:16][C:15]2[C:10]([C:7]3[CH:6]=[CH:5][C:4]([C:3]([OH:27])=[O:2])=[CH:9][CH:8]=3)=[N:11][CH:12]=[N:13][C:14]=2[CH2:25][CH3:26])=[CH:23][CH:22]=1, predict the reactants needed to synthesize it. The reactants are: C[O:2][C:3](=[O:27])[C:4]1[CH:9]=[CH:8][C:7]([C:10]2[C:15]([C:16]#[C:17][C:18]3[CH:19]=[N:20][C:21]([NH2:24])=[CH:22][CH:23]=3)=[C:14]([CH2:25][CH3:26])[N:13]=[CH:12][N:11]=2)=[CH:6][CH:5]=1.[Li+].[OH-].